Dataset: Forward reaction prediction with 1.9M reactions from USPTO patents (1976-2016). Task: Predict the product of the given reaction. (1) Given the reactants [Cl:1][C:2]1[N:3]=[N:4][C:5]([NH:8][NH2:9])=[CH:6][CH:7]=1.[C:10](O)(=O)[CH2:11][OH:12].CC1C=CC(S(O)(=O)=O)=CC=1.O, predict the reaction product. The product is: [Cl:1][C:2]1[CH:7]=[CH:6][C:5]2[N:4]([C:10]([CH2:11][OH:12])=[N:9][N:8]=2)[N:3]=1. (2) Given the reactants C(=O)([O-])[O-].[K+].[K+].[Br:7][C:8]1[CH:13]=[CH:12][C:11]([N+:14]([O-:16])=[O:15])=[C:10](F)[CH:9]=1.[F:18][C:19]1[CH:24]=[CH:23][C:22]([C:25](=[O:32])[CH2:26][C:27]([O:29][CH2:30][CH3:31])=[O:28])=[CH:21][CH:20]=1.Cl, predict the reaction product. The product is: [Br:7][C:8]1[CH:13]=[CH:12][C:11]([N+:14]([O-:16])=[O:15])=[C:10]([C:26](=[C:25]([C:22]2[CH:23]=[CH:24][C:19]([F:18])=[CH:20][CH:21]=2)[OH:32])[C:27]([O:29][CH2:30][CH3:31])=[O:28])[CH:9]=1. (3) Given the reactants C(O)(C(F)(F)F)=O.[CH:8]([S:11]([C:14]1[CH:15]=[CH:16][C:17]([C:20]2[CH:21]=[C:22]([C:34]3[O:38][N:37]=[C:36]([C:39]4[CH:44]=[CH:43][C:42]([CH2:45][NH:46][CH3:47])=[CH:41][CH:40]=4)[CH:35]=3)[C:23]([NH:26]C(=O)OC(C)(C)C)=[N:24][CH:25]=2)=[N:18][CH:19]=1)(=[O:13])=[O:12])([CH3:10])[CH3:9], predict the reaction product. The product is: [CH:8]([S:11]([C:14]1[CH:15]=[CH:16][C:17]([C:20]2[CH:21]=[C:22]([C:34]3[O:38][N:37]=[C:36]([C:39]4[CH:40]=[CH:41][C:42]([CH2:45][NH:46][CH3:47])=[CH:43][CH:44]=4)[CH:35]=3)[C:23]([NH2:26])=[N:24][CH:25]=2)=[N:18][CH:19]=1)(=[O:12])=[O:13])([CH3:10])[CH3:9]. (4) Given the reactants [Br:1][C:2]1[CH:7]=[CH:6][N:5]=[C:4]([OH:8])[CH:3]=1.O[CH2:10][C@@H:11]([N:16]1[C:24](=[O:25])[C:23]2[C:18](=[CH:19][CH:20]=[CH:21][CH:22]=2)[C:17]1=[O:26])[CH2:12][CH:13]([CH3:15])[CH3:14].C1(P(C2C=CC=CC=2)C2C=CC=CC=2)C=CC=CC=1.CCOC(/N=N/C(OCC)=O)=O, predict the reaction product. The product is: [Br:1][C:2]1[CH:7]=[CH:6][N:5]([CH2:10][C@@H:11]([N:16]2[C:17](=[O:26])[C:18]3[C:23](=[CH:22][CH:21]=[CH:20][CH:19]=3)[C:24]2=[O:25])[CH2:12][CH:13]([CH3:14])[CH3:15])[C:4](=[O:8])[CH:3]=1. (5) Given the reactants [NH2:1][C:2]1[CH:3]=[C:4]([C:8]2[C:9](F)=[C:10]3[O:14][C:13]([CH:15]4[CH2:17][CH2:16]4)=[N:12][C:11]3=[C:18]([C:21]#[N:22])[C:19]=2[CH3:20])[CH:5]=[CH:6][CH:7]=1.C(N(CC)CC)C.[CH3:31][N:32]([CH3:38])[C@H:33]1[CH2:37][CH2:36][NH:35][CH2:34]1.C(=O)([O-])O.[Na+], predict the reaction product. The product is: [NH2:1][C:2]1[CH:3]=[C:4]([C:8]2[C:9]([N:35]3[CH2:36][CH2:37][C@H:33]([N:32]([CH3:38])[CH3:31])[CH2:34]3)=[C:10]3[O:14][C:13]([CH:15]4[CH2:17][CH2:16]4)=[N:12][C:11]3=[C:18]([C:21]#[N:22])[C:19]=2[CH3:20])[CH:5]=[CH:6][CH:7]=1. (6) Given the reactants [CH2:1]([N:3]1[C:11]2[C:6](=[CH:7][CH:8]=[CH:9][CH:10]=2)[CH:5]=[CH:4]1)[CH3:2].[Cl-].[Cl:13][C:14]1[CH:23]=[CH:22][CH:21]=[C:20]([F:24])[C:15]=1[CH:16]=[N+:17]([CH3:19])[CH3:18].Cl[C:26]1[CH:33]=[CH:32][CH:31]=[C:30](F)[C:27]=1C=O.CNC, predict the reaction product. The product is: [Cl:13][C:14]1[CH:23]=[CH:22][CH:21]=[C:20]([F:24])[C:15]=1[CH:16]([N:17]([CH3:19])[CH3:18])[C:5]1[C:6]2[C:11](=[CH:10][CH:9]=[CH:8][CH:7]=2)[N:3]([CH2:1][CH3:2])[C:4]=1[C:26]1[CH:33]=[CH:32][CH:31]=[CH:30][CH:27]=1. (7) The product is: [I:13][C:14]1[CH:21]=[CH:20][C:17]([CH2:18][NH:1][C:2]2[C:7]([N+:8]([O-:10])=[O:9])=[CH:6][CH:5]=[CH:4][N:3]=2)=[CH:16][CH:15]=1. Given the reactants [NH2:1][C:2]1[C:7]([N+:8]([O-:10])=[O:9])=[CH:6][CH:5]=[CH:4][N:3]=1.[H-].[Na+].[I:13][C:14]1[CH:21]=[CH:20][C:17]([CH2:18]Br)=[CH:16][CH:15]=1, predict the reaction product. (8) Given the reactants [CH2:1]([NH2:5])[CH2:2][CH2:3][CH3:4].[CH3:6][CH2:7][O:8][C:9]([CH3:11])=[O:10].[CH3:12][CH2:13][CH2:14]CCCC, predict the reaction product. The product is: [CH2:1]([NH:5][CH:13]([CH3:14])/[CH:12]=[CH:11]/[C:9]([O:8][CH2:7][CH3:6])=[O:10])[CH2:2][CH2:3][CH3:4].